This data is from Forward reaction prediction with 1.9M reactions from USPTO patents (1976-2016). The task is: Predict the product of the given reaction. (1) Given the reactants [Cl:1][C:2]1[C:7]([C:8]2[NH:12][C:11]3[CH:13]=[C:14]([N:18]4[CH:22]=[CH:21][N:20]=[CH:19]4)[CH:15]=[C:16]([CH3:17])[C:10]=3[N:9]=2)=[C:6](Cl)[N:5]=[CH:4][N:3]=1.[NH2:24][C@@H:25]([CH2:28][C:29]1[CH:34]=[CH:33][CH:32]=[CH:31][CH:30]=1)[CH2:26][OH:27].C(N(CC)CC)C, predict the reaction product. The product is: [Cl:1][C:2]1[N:3]=[CH:4][N:5]=[C:6]([NH:24][C@@H:25]([CH2:28][C:29]2[CH:34]=[CH:33][CH:32]=[CH:31][CH:30]=2)[CH2:26][OH:27])[C:7]=1[C:8]1[NH:12][C:11]2[CH:13]=[C:14]([N:18]3[CH:22]=[CH:21][N:20]=[CH:19]3)[CH:15]=[C:16]([CH3:17])[C:10]=2[N:9]=1. (2) The product is: [CH3:3][CH:2]([C:4]1[N:8]=[C:7]([N:9]2[CH2:14][CH2:13][CH:12]([CH:15]=[O:16])[CH2:11][CH2:10]2)[O:6][N:5]=1)[CH3:1]. Given the reactants [CH3:1][CH:2]([C:4]1[N:8]=[C:7]([N:9]2[CH2:14][CH2:13][CH:12]([CH2:15][OH:16])[CH2:11][CH2:10]2)[O:6][N:5]=1)[CH3:3].CC(OI1(OC(C)=O)(OC(C)=O)OC(=O)C2C=CC=CC1=2)=O, predict the reaction product. (3) Given the reactants [CH2:1]([NH:3][CH:4]([CH3:8])[CH:5]([CH3:7])[CH3:6])[CH3:2].[CH2:9]=O, predict the reaction product. The product is: [CH3:9][N:3]([CH:4]([CH3:8])[CH:5]([CH3:7])[CH3:6])[CH2:1][CH3:2]. (4) Given the reactants F[C:2]1[CH:3]=[CH:4][C:5]([N+:18]([O-:20])=[O:19])=[C:6]([NH:8][S:9]([C:12]2[CH:17]=[CH:16][CH:15]=[CH:14][CH:13]=2)(=[O:11])=[O:10])[CH:7]=1.[CH3:21][N:22]1[CH2:27][CH2:26][NH:25][CH2:24][CH2:23]1.[OH-].[Na+], predict the reaction product. The product is: [CH3:21][N:22]1[CH2:27][CH2:26][N:25]([C:2]2[CH:3]=[CH:4][C:5]([N+:18]([O-:20])=[O:19])=[C:6]([NH:8][S:9]([C:12]3[CH:17]=[CH:16][CH:15]=[CH:14][CH:13]=3)(=[O:11])=[O:10])[CH:7]=2)[CH2:24][CH2:23]1. (5) Given the reactants CS[C:3]1[S:4][C:5]2[C:6]([N:21]=1)=[N:7][C:8]1[CH2:9][CH2:10][CH2:11][CH2:12][C:13]=1[C:14]=2[C:15]1[CH:20]=[CH:19][CH:18]=[CH:17][CH:16]=1.ClC1C=C(C=CC=1)C(O)=O.[CH2:32]([NH2:39])[C:33]1[CH:38]=[CH:37][CH:36]=[CH:35][CH:34]=1.C(N(CC)CC)C, predict the reaction product. The product is: [CH2:32]([NH:39][C:3]1[S:4][C:5]2[C:6]([N:21]=1)=[N:7][C:8]1[CH2:9][CH2:10][CH2:11][CH2:12][C:13]=1[C:14]=2[C:15]1[CH:20]=[CH:19][CH:18]=[CH:17][CH:16]=1)[C:33]1[CH:38]=[CH:37][CH:36]=[CH:35][CH:34]=1. (6) Given the reactants [CH3:1][O:2][C:3]([C:5]1[CH:6]=[C:7]2[C:11](=[CH:12][CH:13]=1)[NH:10][CH:9]=[CH:8]2)=[O:4].C([Mg]Br)C.[CH3:18][C:19]1([CH3:27])[C:21]([CH3:23])([CH3:22])[CH:20]1[C:24](Cl)=[O:25], predict the reaction product. The product is: [CH3:1][O:2][C:3]([C:5]1[CH:6]=[C:7]2[C:11](=[CH:12][CH:13]=1)[NH:10][CH:9]=[C:8]2[C:24]([CH:20]1[C:21]([CH3:23])([CH3:22])[C:19]1([CH3:27])[CH3:18])=[O:25])=[O:4]. (7) The product is: [Cl:80][C:73]1[CH:72]=[C:71]([C:68]2[CH:69]=[CH:70][N:66]([CH2:65][C@@H:64]([NH:63][C:30]([C:28]3[O:27][N:26]=[C:25]([C:23]4[N:22]=[CH:21][N:20]([C:1]([C:14]5[CH:19]=[CH:18][CH:17]=[CH:16][CH:15]=5)([C:2]5[CH:3]=[CH:4][CH:5]=[CH:6][CH:7]=5)[C:8]5[CH:13]=[CH:12][CH:11]=[CH:10][CH:9]=5)[CH:24]=4)[N:29]=3)=[O:32])[CH3:81])[N:67]=2)[CH:78]=[C:77]([F:79])[C:74]=1[C:75]#[N:76]. Given the reactants [C:1]([N:20]1[CH:24]=[C:23]([C:25]2[N:29]=[C:28]([C:30]([OH:32])=O)[O:27][N:26]=2)[N:22]=[CH:21]1)([C:14]1[CH:19]=[CH:18][CH:17]=[CH:16][CH:15]=1)([C:8]1[CH:13]=[CH:12][CH:11]=[CH:10][CH:9]=1)[C:2]1[CH:7]=[CH:6][CH:5]=[CH:4][CH:3]=1.C1C=CC2N(O)N=NC=2C=1.CCN(C(C)C)C(C)C.CCN=C=NCCCN(C)C.[NH2:63][C@@H:64]([CH3:81])[CH2:65][N:66]1[CH:70]=[CH:69][C:68]([C:71]2[CH:78]=[C:77]([F:79])[C:74]([C:75]#[N:76])=[C:73]([Cl:80])[CH:72]=2)=[N:67]1, predict the reaction product.